Dataset: NCI-60 drug combinations with 297,098 pairs across 59 cell lines. Task: Regression. Given two drug SMILES strings and cell line genomic features, predict the synergy score measuring deviation from expected non-interaction effect. (1) Synergy scores: CSS=20.2, Synergy_ZIP=-0.271, Synergy_Bliss=-0.595, Synergy_Loewe=-16.2, Synergy_HSA=-1.90. Drug 2: N.N.Cl[Pt+2]Cl. Cell line: MALME-3M. Drug 1: CC1=C(C=C(C=C1)NC(=O)C2=CC=C(C=C2)CN3CCN(CC3)C)NC4=NC=CC(=N4)C5=CN=CC=C5. (2) Cell line: A549. Synergy scores: CSS=36.5, Synergy_ZIP=1.68, Synergy_Bliss=2.01, Synergy_Loewe=-60.5, Synergy_HSA=-0.879. Drug 1: CCC(=C(C1=CC=CC=C1)C2=CC=C(C=C2)OCCN(C)C)C3=CC=CC=C3.C(C(=O)O)C(CC(=O)O)(C(=O)O)O. Drug 2: CC=C1C(=O)NC(C(=O)OC2CC(=O)NC(C(=O)NC(CSSCCC=C2)C(=O)N1)C(C)C)C(C)C. (3) Drug 1: CC1=C(C=C(C=C1)C(=O)NC2=CC(=CC(=C2)C(F)(F)F)N3C=C(N=C3)C)NC4=NC=CC(=N4)C5=CN=CC=C5. Drug 2: C1CNP(=O)(OC1)N(CCCl)CCCl. Cell line: SF-295. Synergy scores: CSS=-3.04, Synergy_ZIP=1.61, Synergy_Bliss=-0.541, Synergy_Loewe=-1.59, Synergy_HSA=-3.23. (4) Drug 1: CC(C)NC(=O)C1=CC=C(C=C1)CNNC.Cl. Drug 2: CC1C(C(CC(O1)OC2CC(CC3=C2C(=C4C(=C3O)C(=O)C5=CC=CC=C5C4=O)O)(C(=O)C)O)N)O. Cell line: CAKI-1. Synergy scores: CSS=37.8, Synergy_ZIP=1.17, Synergy_Bliss=0.786, Synergy_Loewe=-26.2, Synergy_HSA=1.84. (5) Drug 1: C1=NC2=C(N1)C(=S)N=C(N2)N. Drug 2: CC1CCC2CC(C(=CC=CC=CC(CC(C(=O)C(C(C(=CC(C(=O)CC(OC(=O)C3CCCCN3C(=O)C(=O)C1(O2)O)C(C)CC4CCC(C(C4)OC)OCCO)C)C)O)OC)C)C)C)OC. Cell line: SN12C. Synergy scores: CSS=27.3, Synergy_ZIP=-9.30, Synergy_Bliss=-2.88, Synergy_Loewe=0.205, Synergy_HSA=0.909. (6) Drug 1: CC12CCC(CC1=CCC3C2CCC4(C3CC=C4C5=CN=CC=C5)C)O. Drug 2: CC12CCC3C(C1CCC2=O)CC(=C)C4=CC(=O)C=CC34C. Cell line: K-562. Synergy scores: CSS=64.3, Synergy_ZIP=-3.09, Synergy_Bliss=1.23, Synergy_Loewe=0.974, Synergy_HSA=0.904. (7) Drug 1: CCN(CC)CCNC(=O)C1=C(NC(=C1C)C=C2C3=C(C=CC(=C3)F)NC2=O)C. Drug 2: CN(C(=O)NC(C=O)C(C(C(CO)O)O)O)N=O. Cell line: SK-OV-3. Synergy scores: CSS=-5.56, Synergy_ZIP=1.53, Synergy_Bliss=-2.68, Synergy_Loewe=-7.60, Synergy_HSA=-8.12. (8) Drug 1: CC1=C(C(=CC=C1)Cl)NC(=O)C2=CN=C(S2)NC3=CC(=NC(=N3)C)N4CCN(CC4)CCO. Drug 2: C1CN(CCN1C(=O)CCBr)C(=O)CCBr. Cell line: UACC62. Synergy scores: CSS=19.6, Synergy_ZIP=-10.7, Synergy_Bliss=-2.43, Synergy_Loewe=-0.282, Synergy_HSA=0.405. (9) Drug 1: CCN(CC)CCCC(C)NC1=C2C=C(C=CC2=NC3=C1C=CC(=C3)Cl)OC. Drug 2: CN(C(=O)NC(C=O)C(C(C(CO)O)O)O)N=O. Cell line: U251. Synergy scores: CSS=23.9, Synergy_ZIP=-6.84, Synergy_Bliss=-1.62, Synergy_Loewe=-21.2, Synergy_HSA=0.311. (10) Drug 1: CC1=C(C=C(C=C1)NC2=NC=CC(=N2)N(C)C3=CC4=NN(C(=C4C=C3)C)C)S(=O)(=O)N.Cl. Drug 2: CC1CCC2CC(C(=CC=CC=CC(CC(C(=O)C(C(C(=CC(C(=O)CC(OC(=O)C3CCCCN3C(=O)C(=O)C1(O2)O)C(C)CC4CCC(C(C4)OC)OCCO)C)C)O)OC)C)C)C)OC. Cell line: KM12. Synergy scores: CSS=16.6, Synergy_ZIP=2.25, Synergy_Bliss=5.64, Synergy_Loewe=0.951, Synergy_HSA=5.08.